The task is: Binary Classification. Given a drug SMILES string, predict its activity (active/inactive) in a high-throughput screening assay against a specified biological target.. This data is from HIV replication inhibition screening data with 41,000+ compounds from the AIDS Antiviral Screen. (1) The drug is CC(C)=CC1CCc2ccccc2N1S(=O)(=O)c1ccc(C)cc1. The result is 0 (inactive). (2) The drug is CCOc1cc2c(cc1O)C(O)CC1C2CCC2(C)C(O)CCC12. The result is 0 (inactive). (3) The compound is Cc1nc(C(N)=S)sc1C(=O)C=Cc1cccc(O)c1. The result is 0 (inactive). (4) The compound is CS(=O)(=O)c1ccc(C(=O)OC2C(=O)N3CCC4OC(O)C2C43)cc1. The result is 0 (inactive). (5) The drug is CC1OC(OCC2COC(O)(Oc3c(-c4ccc(O)c(O)c4)oc4cc(O)cc(O)c4c3=O)C(O)C2O)C(O)C(O)C1O. The result is 0 (inactive). (6) The molecule is O=C(NN=C(c1nc2ccc(Cl)cc2nc1O)C(O)c1ccccc1Cl)c1ccncc1. The result is 0 (inactive). (7) The drug is COc1ccc(NC(=O)c2cc3cc(N=Nc4ccc(Br)cc4)ccc3oc2=O)cc1. The result is 0 (inactive). (8) The molecule is CCOC(=O)C(C(=O)OCC)C(C(=O)OCC)C(=O)OCC. The result is 0 (inactive). (9) The molecule is CC(=O)NC(=Cc1cccc([N+](=O)[O-])c1)c1nc2ccc3c(c2[nH]1)C(=O)c1ccccc1C3=O. The result is 0 (inactive).